Dataset: NCI-60 drug combinations with 297,098 pairs across 59 cell lines. Task: Regression. Given two drug SMILES strings and cell line genomic features, predict the synergy score measuring deviation from expected non-interaction effect. (1) Drug 1: C1=CC(=CC=C1CC(C(=O)O)N)N(CCCl)CCCl.Cl. Drug 2: C1=CN(C=N1)CC(O)(P(=O)(O)O)P(=O)(O)O. Cell line: BT-549. Synergy scores: CSS=0.474, Synergy_ZIP=-3.82, Synergy_Bliss=-9.62, Synergy_Loewe=-18.3, Synergy_HSA=-12.0. (2) Drug 1: CCC1=CC2CC(C3=C(CN(C2)C1)C4=CC=CC=C4N3)(C5=C(C=C6C(=C5)C78CCN9C7C(C=CC9)(C(C(C8N6C)(C(=O)OC)O)OC(=O)C)CC)OC)C(=O)OC.C(C(C(=O)O)O)(C(=O)O)O. Drug 2: CCC1(C2=C(COC1=O)C(=O)N3CC4=CC5=C(C=CC(=C5CN(C)C)O)N=C4C3=C2)O.Cl. Cell line: PC-3. Synergy scores: CSS=25.5, Synergy_ZIP=-5.35, Synergy_Bliss=-5.02, Synergy_Loewe=-4.83, Synergy_HSA=-3.15. (3) Drug 1: C1=CN(C=N1)CC(O)(P(=O)(O)O)P(=O)(O)O. Drug 2: CC1=C(N=C(N=C1N)C(CC(=O)N)NCC(C(=O)N)N)C(=O)NC(C(C2=CN=CN2)OC3C(C(C(C(O3)CO)O)O)OC4C(C(C(C(O4)CO)O)OC(=O)N)O)C(=O)NC(C)C(C(C)C(=O)NC(C(C)O)C(=O)NCCC5=NC(=CS5)C6=NC(=CS6)C(=O)NCCC[S+](C)C)O. Cell line: MDA-MB-231. Synergy scores: CSS=15.1, Synergy_ZIP=-4.48, Synergy_Bliss=1.94, Synergy_Loewe=0.130, Synergy_HSA=3.13. (4) Drug 1: CCCCC(=O)OCC(=O)C1(CC(C2=C(C1)C(=C3C(=C2O)C(=O)C4=C(C3=O)C=CC=C4OC)O)OC5CC(C(C(O5)C)O)NC(=O)C(F)(F)F)O. Drug 2: CN(C(=O)NC(C=O)C(C(C(CO)O)O)O)N=O. Cell line: NCIH23. Synergy scores: CSS=38.6, Synergy_ZIP=1.27, Synergy_Bliss=3.92, Synergy_Loewe=-41.9, Synergy_HSA=3.00. (5) Drug 1: CCC1=C2CN3C(=CC4=C(C3=O)COC(=O)C4(CC)O)C2=NC5=C1C=C(C=C5)O. Drug 2: C#CCC(CC1=CN=C2C(=N1)C(=NC(=N2)N)N)C3=CC=C(C=C3)C(=O)NC(CCC(=O)O)C(=O)O. Cell line: SK-MEL-5. Synergy scores: CSS=39.7, Synergy_ZIP=-5.54, Synergy_Bliss=-6.65, Synergy_Loewe=-4.11, Synergy_HSA=-3.41.